This data is from Reaction yield outcomes from USPTO patents with 853,638 reactions. The task is: Predict the reaction yield, written as a fraction of the theoretical maximum amount of product (1.0 means a 100% yield; for example, 0.34 means a 34% yield). (1) The reactants are C([O:8][C:9]1[C:10](=[O:27])[CH:11]=[C:12]([CH2:15][NH:16][S:17]([C:20]2[CH:25]=[CH:24][CH:23]=[C:22]([Cl:26])[CH:21]=2)(=[O:19])=[O:18])[O:13][CH:14]=1)C1C=CC=CC=1.OC1C(=O)C=C(CNS(C2C=CC=CC=2)(=O)=O)OC=1. No catalyst specified. The product is [Cl:26][C:22]1[CH:21]=[C:20]([S:17]([NH:16][CH2:15][C:12]2[O:13][CH:14]=[C:9]([OH:8])[C:10](=[O:27])[CH:11]=2)(=[O:19])=[O:18])[CH:25]=[CH:24][CH:23]=1. The yield is 0.718. (2) The reactants are [Cr](Cl)([O-])(=O)=O.[NH+]1C=CC=CC=1.[F:12][C:13]1[CH:18]=[CH:17][C:16]([CH2:19][CH2:20][OH:21])=[CH:15][CH:14]=1. The catalyst is C(Cl)Cl.CCOCC. The product is [F:12][C:13]1[CH:18]=[CH:17][C:16]([CH2:19][CH:20]=[O:21])=[CH:15][CH:14]=1. The yield is 0.860. (3) The reactants are [CH2:1]([O:4][CH:5]1[CH2:14][CH2:13][C:8]2(OCC[O:9]2)[CH2:7][CH2:6]1)[CH2:2][CH3:3].Cl. The catalyst is O1CCCC1.O. The product is [CH2:1]([O:4][CH:5]1[CH2:14][CH2:13][C:8](=[O:9])[CH2:7][CH2:6]1)[CH2:2][CH3:3]. The yield is 1.00. (4) The reactants are [ClH:1].[O:2]=[C:3]1[NH:12][C:11]2[N:10]=[CH:9][C:8](/[CH:13]=[CH:14]/[C:15]([OH:17])=O)=[CH:7][C:6]=2[CH2:5][CH2:4]1.Cl.[CH3:19][N:20]1CC2C=C(/C=C/C(O)=O)C=NC=2NC(=O)C1.[CH3:37][O:38][C:39]1[C:40]([O:48][CH2:49][CH2:50][CH3:51])=[C:41]([CH:45]=[CH:46][CH:47]=1)[CH2:42]CN.CNCC1C=CC2C(=CC=CC=2)C=1CCC. No catalyst specified. The product is [ClH:1].[CH3:37][O:38][C:39]1[C:40]([O:48][CH2:49][CH2:50][CH3:51])=[C:41]([CH:45]=[CH:46][CH:47]=1)[CH2:42][N:20]([CH3:19])[C:15](=[O:17])/[CH:14]=[CH:13]/[C:8]1[CH:9]=[N:10][C:11]2[NH:12][C:3](=[O:2])[CH2:4][CH2:5][C:6]=2[CH:7]=1. The yield is 0.220. (5) The reactants are C[O:2][C:3](=[O:21])[C@H:4]([CH2:14][C:15]1[CH:20]=[CH:19][CH:18]=[CH:17][CH:16]=1)[NH:5][C:6]([C:8]1[CH:13]=[N:12][CH:11]=[CH:10][N:9]=1)=[O:7].[OH-].[Na+].Cl. The catalyst is CC(C)=O. The product is [N:9]1[CH:10]=[CH:11][N:12]=[CH:13][C:8]=1[C:6]([NH:5][C@H:4]([C:3]([OH:21])=[O:2])[CH2:14][C:15]1[CH:16]=[CH:17][CH:18]=[CH:19][CH:20]=1)=[O:7]. The yield is 0.936. (6) The reactants are Cl[C:2]1[N:7]=[C:6]([N:8]2[CH:12]=[C:11]([CH2:13][N:14]3[CH2:18][CH2:17][C@@H:16]([OH:19])[CH2:15]3)[C:10]([CH3:20])=[N:9]2)[CH:5]=[CH:4][N:3]=1.[Cl:21][C:22]1[C:30]2[C:25](=[CH:26][CH:27]=[C:28]([NH2:31])[CH:29]=2)[N:24]([CH:32]2[CH2:34][CH2:33]2)[CH:23]=1.C(=O)([O-])[O-].[K+].[K+].CC1(C)C2C(=C(P(C3C=CC=CC=3)C3C=CC=CC=3)C=CC=2)OC2C(P(C3C=CC=CC=3)C3C=CC=CC=3)=CC=CC1=2. The catalyst is C([O-])(=O)C.[Pd+2].C([O-])(=O)C.O1CCOCC1. The product is [Cl:21][C:22]1[C:30]2[C:25](=[CH:26][CH:27]=[C:28]([NH:31][C:2]3[N:7]=[C:6]([N:8]4[CH:12]=[C:11]([CH2:13][N:14]5[CH2:18][CH2:17][C@@H:16]([OH:19])[CH2:15]5)[C:10]([CH3:20])=[N:9]4)[CH:5]=[CH:4][N:3]=3)[CH:29]=2)[N:24]([CH:32]2[CH2:34][CH2:33]2)[CH:23]=1. The yield is 0.700. (7) The reactants are [O:1]1[CH:5]=[CH:4][CH:3]=[C:2]1[C:6]([O:8][CH2:9][CH3:10])=[O:7].C=O.Cl.[Cl:14][CH2:15]Cl. The catalyst is [Cl-].[Zn+2].[Cl-]. The product is [Cl:14][CH2:15][C:5]1[O:1][C:2]([C:6]([O:8][CH2:9][CH3:10])=[O:7])=[CH:3][CH:4]=1. The yield is 0.980.